Dataset: Catalyst prediction with 721,799 reactions and 888 catalyst types from USPTO. Task: Predict which catalyst facilitates the given reaction. (1) Reactant: [Br:1][C:2]1[C:3]([O:11][CH2:12][C:13]([F:16])([F:15])[F:14])=[N:4][CH:5]=[C:6]([CH:10]=1)[C:7]([OH:9])=O.CN(C(ON1N=NC2C=CC=CC1=2)=[N+](C)C)C.[B-](F)(F)(F)F.C(N(CC)C(C)C)(C)C.Cl.[NH2:49][CH:50]1[CH2:55][CH2:54][CH2:53][CH2:52][CH:51]1[OH:56]. The catalyst class is: 3. Product: [Br:1][C:2]1[C:3]([O:11][CH2:12][C:13]([F:16])([F:15])[F:14])=[N:4][CH:5]=[C:6]([CH:10]=1)[C:7]([NH:49][CH:50]1[CH2:55][CH2:54][CH2:53][CH2:52][CH:51]1[OH:56])=[O:9]. (2) Reactant: [CH3:1][O:2][C:3]1[CH:8]=[C:7]([CH2:9]P(=O)([O-])[O-])[C:6]([O:14][CH3:15])=[CH:5][C:4]=1[CH2:16]P(=O)([O-])[O-].[CH3:21][C:22]([CH3:25])([O-])[CH3:23].[K+].[N+:27]([C:30]1[CH:37]=[CH:36][C:33]([CH:34]=O)=[CH:32][CH:31]=1)([O-:29])=[O:28].Cl. Product: [CH3:1][O:2][C:3]1[CH:8]=[C:7]([CH:9]=[CH:21][C:22]2[CH:25]=[CH:37][C:30]([N+:27]([O-:29])=[O:28])=[CH:31][CH:23]=2)[C:6]([O:14][CH3:15])=[CH:5][C:4]=1[CH:16]=[CH:34][C:33]1[CH:36]=[CH:37][C:30]([N+:27]([O-:29])=[O:28])=[CH:31][CH:32]=1. The catalyst class is: 1. (3) Reactant: [F:1][C:2]1[CH:3]=[C:4]([NH:15][C:16]2[N:21]=[C:20]([NH:22][C:23]3[CH:24]=[C:25]([CH2:29][C:30]#[N:31])[CH:26]=[CH:27][CH:28]=3)[CH:19]=[CH:18][N:17]=2)[CH:5]=[CH:6][C:7]=1[N:8]1[CH2:13][CH2:12][N:11]([CH3:14])[CH2:10][CH2:9]1.CC(C)=O.[OH:36][S:37]([OH:40])(=[O:39])=[O:38]. Product: [S:37]([OH:40])([OH:39])(=[O:38])=[O:36].[F:1][C:2]1[CH:3]=[C:4]([NH:15][C:16]2[N:21]=[C:20]([NH:22][C:23]3[CH:24]=[C:25]([CH2:29][C:30]#[N:31])[CH:26]=[CH:27][CH:28]=3)[CH:19]=[CH:18][N:17]=2)[CH:5]=[CH:6][C:7]=1[N:8]1[CH2:13][CH2:12][N:11]([CH3:14])[CH2:10][CH2:9]1. The catalyst class is: 8. (4) Reactant: [NH3:1].CO.[CH:4]1([CH2:7][O:8][C:9]2[CH:17]=[C:16]3[C:12]([CH:13]=[C:14]([CH:18]=O)[NH:15]3)=[CH:11][CH:10]=2)[CH2:6][CH2:5]1. Product: [CH:4]1([CH2:7][O:8][C:9]2[CH:17]=[C:16]3[C:12]([CH:13]=[C:14]([CH2:18][NH2:1])[NH:15]3)=[CH:11][CH:10]=2)[CH2:6][CH2:5]1. The catalyst class is: 181. (5) Reactant: [CH2:1]([CH:8]1[C:17]2[C:12](=[CH:13][CH:14]=[C:15]([Br:18])[CH:16]=2)[CH2:11][CH2:10][C:9]1=O)[C:2]1[CH:7]=[CH:6][CH:5]=[CH:4][CH:3]=1.[C:20]([NH2:24])(=[O:23])[CH2:21][CH3:22].CC1C=CC(S(O)(=O)=O)=CC=1.C1(C)C=CC=CC=1. Product: [CH2:1]([C:8]1[C:17]2[C:12](=[CH:13][CH:14]=[C:15]([Br:18])[CH:16]=2)[CH2:11][CH2:10][C:9]=1[NH:24][C:20](=[O:23])[CH2:21][CH3:22])[C:2]1[CH:7]=[CH:6][CH:5]=[CH:4][CH:3]=1. The catalyst class is: 41. (6) Product: [Cl:32][C:26]1[CH:25]=[C:24]([C:21]2[CH:22]=[CH:23][N:19]([CH2:18][C@@H:17]([NH:16][C:12]([C:11]3[N:7]=[C:6]([C:4]4[CH:5]=[N:1][NH:2][CH:3]=4)[S:8][CH:10]=3)=[O:14])[CH3:33])[N:20]=2)[CH:31]=[CH:30][C:27]=1[C:28]#[N:29]. Reactant: [NH:1]1[CH:5]=[C:4]([C:6](=[S:8])[NH2:7])[CH:3]=[N:2]1.Br[CH2:10][C:11](=O)[C:12]([OH:14])=O.[NH2:16][C@@H:17]([CH3:33])[CH2:18][N:19]1[CH:23]=[CH:22][C:21]([C:24]2[CH:31]=[CH:30][C:27]([C:28]#[N:29])=[C:26]([Cl:32])[CH:25]=2)=[N:20]1.C(Cl)Cl. The catalyst class is: 1.